From a dataset of NCI-60 drug combinations with 297,098 pairs across 59 cell lines. Regression. Given two drug SMILES strings and cell line genomic features, predict the synergy score measuring deviation from expected non-interaction effect. Drug 1: COC1=NC(=NC2=C1N=CN2C3C(C(C(O3)CO)O)O)N. Drug 2: CCC1=C2CN3C(=CC4=C(C3=O)COC(=O)C4(CC)O)C2=NC5=C1C=C(C=C5)O. Synergy scores: CSS=11.1, Synergy_ZIP=-1.78, Synergy_Bliss=-1.91, Synergy_Loewe=-40.4, Synergy_HSA=-5.45. Cell line: PC-3.